This data is from Reaction yield outcomes from USPTO patents with 853,638 reactions. The task is: Predict the reaction yield, written as a fraction of the theoretical maximum amount of product (1.0 means a 100% yield; for example, 0.34 means a 34% yield). The reactants are C[O:2][C:3]1[CH:12]=[C:11]2[C:6]([CH:7]=[C:8]([C:15]3[CH:20]=[CH:19][CH:18]=[C:17]([O:21]C)[CH:16]=3)[CH:9]=[C:10]2[C:13]#[N:14])=[CH:5][CH:4]=1.Cl.[NH+]1C=CC=CC=1.Cl. No catalyst specified. The product is [OH:2][C:3]1[CH:12]=[C:11]2[C:6]([CH:7]=[C:8]([C:15]3[CH:20]=[CH:19][CH:18]=[C:17]([OH:21])[CH:16]=3)[CH:9]=[C:10]2[C:13]#[N:14])=[CH:5][CH:4]=1. The yield is 0.620.